From a dataset of Peptide-MHC class II binding affinity with 134,281 pairs from IEDB. Regression. Given a peptide amino acid sequence and an MHC pseudo amino acid sequence, predict their binding affinity value. This is MHC class II binding data. (1) The peptide sequence is YIITPTNVSHIQSAVVSGRR. The MHC is HLA-DQA10301-DQB10302 with pseudo-sequence HLA-DQA10301-DQB10302. The binding affinity (normalized) is 0.203. (2) The peptide sequence is PAAPANPGLIIG. The MHC is HLA-DQA10501-DQB10201 with pseudo-sequence HLA-DQA10501-DQB10201. The binding affinity (normalized) is 0.0219. (3) The peptide sequence is TDAATLAQEAGNFER. The MHC is DRB1_1501 with pseudo-sequence DRB1_1501. The binding affinity (normalized) is 0.